This data is from Reaction yield outcomes from USPTO patents with 853,638 reactions. The task is: Predict the reaction yield, written as a fraction of the theoretical maximum amount of product (1.0 means a 100% yield; for example, 0.34 means a 34% yield). (1) The reactants are [F:1][C:2]([F:15])([F:14])[S:3][C:4]1[CH:9]=[CH:8][C:7]([CH2:10][C:11]([OH:13])=O)=[CH:6][CH:5]=1.Cl.[NH2:17][CH2:18][C:19]1[CH:20]=[C:21]2[C:25](=[CH:26][CH:27]=1)[C:24](=[O:28])[N:23]([CH:29]1[CH2:34][CH2:33][C:32](=[O:35])[NH:31][C:30]1=[O:36])[CH2:22]2. The catalyst is CN(C=O)C. The product is [O:36]=[C:30]1[CH:29]([N:23]2[CH2:22][C:21]3[C:25](=[CH:26][CH:27]=[C:19]([CH2:18][NH:17][C:11](=[O:13])[CH2:10][C:7]4[CH:6]=[CH:5][C:4]([S:3][C:2]([F:1])([F:15])[F:14])=[CH:9][CH:8]=4)[CH:20]=3)[C:24]2=[O:28])[CH2:34][CH2:33][C:32](=[O:35])[NH:31]1. The yield is 0.460. (2) The yield is 0.440. The catalyst is Cl[Pd](Cl)([P](C1C=CC=CC=1)(C1C=CC=CC=1)C1C=CC=CC=1)[P](C1C=CC=CC=1)(C1C=CC=CC=1)C1C=CC=CC=1.O.C(#N)C. The product is [CH3:9][C:10]1[CH:11]=[C:12]([C:2]2[C:7]([C:12]3[CH:13]=[C:14]([CH3:16])[CH:15]=[C:10]([CH3:9])[CH:11]=3)=[N:6][CH:5]=[CH:4][N:3]=2)[CH:13]=[C:14]([CH3:16])[CH:15]=1. The reactants are Cl[C:2]1[C:7](Cl)=[N:6][CH:5]=[CH:4][N:3]=1.[CH3:9][C:10]1[CH:11]=[C:12](B(O)O)[CH:13]=[C:14]([CH3:16])[CH:15]=1.C(=O)([O-])[O-].[Na+].[Na+]. (3) The reactants are Br[C:2]1[CH:3]=[C:4]([C:16]2[CH:21]=[CH:20][CH:19]=[CH:18][CH:17]=2)[C:5]2[N:6]([CH:8]=[C:9]([C:11]([O:13][CH2:14][CH3:15])=[O:12])[N:10]=2)[CH:7]=1.[C:22]([O:26][C:27]([N:29]([C:37]1[S:38][C:39](B2OC(C)(C)C(C)(C)O2)=[CH:40][N:41]=1)[C:30](=[O:36])[O:31][C:32]([CH3:35])([CH3:34])[CH3:33])=[O:28])([CH3:25])([CH3:24])[CH3:23].[O-]P([O-])([O-])=O.[K+].[K+].[K+].C(OCC)(=O)C. The yield is 0.150. The catalyst is C1(C)C=CC=CC=1.C(O)C.C1C=CC([P]([Pd]([P](C2C=CC=CC=2)(C2C=CC=CC=2)C2C=CC=CC=2)([P](C2C=CC=CC=2)(C2C=CC=CC=2)C2C=CC=CC=2)[P](C2C=CC=CC=2)(C2C=CC=CC=2)C2C=CC=CC=2)(C2C=CC=CC=2)C2C=CC=CC=2)=CC=1. The product is [C:22]([O:26][C:27]([N:29]([C:30]([O:31][C:32]([CH3:35])([CH3:34])[CH3:33])=[O:36])[C:37]1[S:38][C:39]([C:2]2[CH:3]=[C:4]([C:16]3[CH:21]=[CH:20][CH:19]=[CH:18][CH:17]=3)[C:5]3[N:6]([CH:8]=[C:9]([C:11]([O:13][CH2:14][CH3:15])=[O:12])[N:10]=3)[CH:7]=2)=[CH:40][N:41]=1)=[O:28])([CH3:25])([CH3:24])[CH3:23].